From a dataset of Reaction yield outcomes from USPTO patents with 853,638 reactions. Predict the reaction yield, written as a fraction of the theoretical maximum amount of product (1.0 means a 100% yield; for example, 0.34 means a 34% yield). (1) The reactants are [Cl:1][C:2]1[CH:7]=[C:6]([Cl:8])[CH:5]=[CH:4][C:3]=1[CH2:9][C:10]([OH:12])=[O:11].Cl.[CH3:14]O. No catalyst specified. The product is [Cl:1][C:2]1[CH:7]=[C:6]([Cl:8])[CH:5]=[CH:4][C:3]=1[CH2:9][C:10]([O:12][CH3:14])=[O:11]. The yield is 0.841. (2) The reactants are C(OC(=O)[NH:7][C@H:8]1[CH2:14][O:13][C:12]2[CH:15]=[CH:16][CH:17]=[CH:18][C:11]=2[N:10]([CH3:19])[C:9]1=[O:20])(C)(C)C.[ClH:22]. The catalyst is C(Cl)Cl. The product is [ClH:22].[NH2:7][C@H:8]1[CH2:14][O:13][C:12]2[CH:15]=[CH:16][CH:17]=[CH:18][C:11]=2[N:10]([CH3:19])[C:9]1=[O:20]. The yield is 1.01. (3) The reactants are Cl[C:2]1[N:7]=[C:6]([NH:8][CH:9]2[CH2:17][CH2:16][CH:15]3[CH:11]([CH2:12][N:13]([C:18]([O:20][C:21]([CH3:24])([CH3:23])[CH3:22])=[O:19])[CH2:14]3)[CH2:10]2)[C:5]([Cl:25])=[CH:4][N:3]=1.Cl.[CH3:27][N:28]1[CH:32]=[C:31]([NH2:33])[CH:30]=[N:29]1.C(N(C(C)C)C(C)C)C. The catalyst is CCCCO. The product is [Cl:25][C:5]1[C:6]([NH:8][CH:9]2[CH2:17][CH2:16][CH:15]3[CH:11]([CH2:12][N:13]([C:18]([O:20][C:21]([CH3:24])([CH3:23])[CH3:22])=[O:19])[CH2:14]3)[CH2:10]2)=[N:7][C:2]([NH:33][C:31]2[CH:30]=[N:29][N:28]([CH3:27])[CH:32]=2)=[N:3][CH:4]=1. The yield is 0.556. (4) The reactants are [N:1]1[CH:6]=[CH:5][CH:4]=[C:3]2[CH2:7][CH2:8][CH2:9][CH2:10][CH:11](OC(=O)C)[C:2]=12.[N-:16]=[N+:17]=[N-:18].[Na+]. The catalyst is CN(C=O)C. The product is [N:16]([CH:11]1[C:2]2=[N:1][CH:6]=[CH:5][CH:4]=[C:3]2[CH2:7][CH2:8][CH2:9][CH2:10]1)=[N+:17]=[N-:18]. The yield is 0.420. (5) The reactants are O.ON1C2C=CC=CC=2N=N1.Cl.CN(CCCN=C=NCC)C.C(N(CC)CC)C.[CH:31]1([CH2:34][N:35]2[C:43]([N:44]3[CH2:49][CH2:48][NH:47][CH2:46][CH2:45]3)=[N:42][C:41]3[C:36]2=[N:37][C:38]([C:56]2[CH:57]=[N:58][C:59]([NH2:62])=[N:60][CH:61]=2)=[N:39][C:40]=3[N:50]2[CH2:55][CH2:54][O:53][CH2:52][CH2:51]2)[CH2:33][CH2:32]1.[N:63]1([CH2:68][C:69](O)=[O:70])[CH:67]=[CH:66][N:65]=[CH:64]1. The catalyst is ClCCl.CO.CN(C)C=O. The product is [CH:31]1([CH2:34][N:35]2[C:43]([N:44]3[CH2:49][CH2:48][N:47]([C:69](=[O:70])[CH2:68][N:63]4[CH:67]=[CH:66][N:65]=[CH:64]4)[CH2:46][CH2:45]3)=[N:42][C:41]3[C:36]2=[N:37][C:38]([C:56]2[CH:61]=[N:60][C:59]([NH2:62])=[N:58][CH:57]=2)=[N:39][C:40]=3[N:50]2[CH2:55][CH2:54][O:53][CH2:52][CH2:51]2)[CH2:32][CH2:33]1. The yield is 0.790. (6) The reactants are [CH2:1]([NH:3][C:4]([N:19]1[CH2:23][CH:22]([CH2:24][CH3:25])[CH:21]=[N:20]1)=[N:5][S:6]([C:9]1[CH:17]=[C:16]2[C:12]([CH2:13][CH2:14][NH:15]2)=[CH:11][C:10]=1Br)(=[O:8])=[O:7])[CH3:2].C(N(CC)CC)C. The catalyst is CCO. The product is [CH2:1]([NH:3][C:4]([N:19]1[CH2:23][CH:22]([CH2:24][CH3:25])[CH:21]=[N:20]1)=[N:5][S:6]([C:9]1[CH:17]=[C:16]2[C:12]([CH2:13][CH2:14][NH:15]2)=[CH:11][CH:10]=1)(=[O:7])=[O:8])[CH3:2]. The yield is 0.760. (7) The reactants are CC[O-].[Na+].[C:5]([O:13][CH2:14][CH3:15])(=[O:12])[CH2:6][C:7]([O:9]CC)=O.[NH2:16][C:17]1[N:21]([CH:22]([CH3:24])[CH3:23])[N:20]=[CH:19][C:18]=1[C:25](OCC)=[O:26]. The catalyst is CCO. The product is [OH:26][C:25]1[C:18]2[CH:19]=[N:20][N:21]([CH:22]([CH3:24])[CH3:23])[C:17]=2[NH:16][C:7](=[O:9])[C:6]=1[C:5]([O:13][CH2:14][CH3:15])=[O:12]. The yield is 0.570. (8) The reactants are [NH:1]1[CH2:6][CH2:5][O:4][C:3]2[CH:7]=[N:8][CH:9]=[CH:10][C:2]1=2.[Cl:11][C:12]1[CH:13]=[C:14]([CH:18]=[C:19]([N+:23]([O-:25])=[O:24])[C:20]=1[O:21][CH3:22])[C:15](Cl)=[O:16].C(N(CC)CC)C.Cl. The catalyst is ClCCl. The product is [Cl:11][C:12]1[CH:13]=[C:14]([C:15]([N:1]2[CH2:6][CH2:5][O:4][C:3]3[CH:7]=[N:8][CH:9]=[CH:10][C:2]2=3)=[O:16])[CH:18]=[C:19]([N+:23]([O-:25])=[O:24])[C:20]=1[O:21][CH3:22]. The yield is 0.834.